From a dataset of Full USPTO retrosynthesis dataset with 1.9M reactions from patents (1976-2016). Predict the reactants needed to synthesize the given product. The reactants are: [Cl:1][C:2]1[CH:3]=[C:4]([CH:20]=[CH:21][C:22]=1[Cl:23])[CH2:5][N:6]1[C:11](=[O:12])[C:10]2[CH:13]=[C:14]([N+:17]([O-])=O)[CH:15]=[N:16][C:9]=2[N:8]=[CH:7]1.O.NN.C(O)(=O)C.NN. Given the product [NH2:17][C:14]1[CH:15]=[N:16][C:9]2[N:8]=[CH:7][N:6]([CH2:5][C:4]3[CH:20]=[CH:21][C:22]([Cl:23])=[C:2]([Cl:1])[CH:3]=3)[C:11](=[O:12])[C:10]=2[CH:13]=1, predict the reactants needed to synthesize it.